From a dataset of Reaction yield outcomes from USPTO patents with 853,638 reactions. Predict the reaction yield, written as a fraction of the theoretical maximum amount of product (1.0 means a 100% yield; for example, 0.34 means a 34% yield). (1) The reactants are [CH2:1]([O:3][C:4](=[O:17])[C:5]1[CH:10]=[CH:9][C:8]([O:11][CH2:12][CH3:13])=[C:7]([O:14][CH2:15][CH3:16])[CH:6]=1)[CH3:2].[N+:18]([O-])([OH:20])=[O:19].O. The catalyst is C(O)(=O)C. The product is [CH2:1]([O:3][C:4](=[O:17])[C:5]1[CH:6]=[C:7]([O:14][CH2:15][CH3:16])[C:8]([O:11][CH2:12][CH3:13])=[CH:9][C:10]=1[N+:18]([O-:20])=[O:19])[CH3:2]. The yield is 1.00. (2) The reactants are [CH3:1][O:2][C:3]1[CH:4]=[CH:5][C:6]([CH:9]=O)=[CH:7][CH:8]=1.[C:11](#[N:15])[CH2:12][C:13]#[N:14].C(N(CC)CC)C.[CH3:23][N:24]1[C:28](=[O:29])[CH2:27][C:26]([C:30]2[CH:35]=[CH:34][CH:33]=[CH:32][CH:31]=2)=[N:25]1. The catalyst is C(O)C. The product is [NH2:14][C:13]1[O:29][C:28]2[N:24]([CH3:23])[N:25]=[C:26]([C:30]3[CH:35]=[CH:34][CH:33]=[CH:32][CH:31]=3)[C:27]=2[CH:9]([C:6]2[CH:7]=[CH:8][C:3]([O:2][CH3:1])=[CH:4][CH:5]=2)[C:12]=1[C:11]#[N:15]. The yield is 0.200. (3) The reactants are C[O:2][C:3]([C:5]1[CH:16]=[CH:15][C:8]2[O:9][CH2:10][CH:11]([CH2:13][OH:14])[O:12][C:7]=2[C:6]=1[CH3:17])=[O:4].O.[OH-].[Ba+2].[OH-]. The catalyst is CO. The product is [OH:14][CH2:13][CH:11]1[CH2:10][O:9][C:8]2[CH:15]=[CH:16][C:5]([C:3]([OH:4])=[O:2])=[C:6]([CH3:17])[C:7]=2[O:12]1. The yield is 0.800. (4) The reactants are [F:1][C:2]1[CH:27]=[C:26]([F:28])[CH:25]=[CH:24][C:3]=1[CH2:4][N:5]([CH2:16][C:17]1[CH:22]=[CH:21][C:20]([OH:23])=[CH:19][CH:18]=1)[C:6]1[CH:11]=[CH:10][CH:9]=[C:8]([N+:12]([O-:14])=[O:13])[C:7]=1[CH3:15].[CH3:29][O:30][C:31](=[O:39])[C:32]1[CH:37]=[CH:36][C:35](Br)=[CH:34][CH:33]=1.[O-]P([O-])([O-])=O.[K+].[K+].[K+].C(P(C(C)(C)C)C1C=CC=CC=1C1C=CC=CC=1)(C)(C)C. The catalyst is CC([O-])=O.CC([O-])=O.[Pd+2].C1(C)C=CC=CC=1. The product is [F:1][C:2]1[CH:27]=[C:26]([F:28])[CH:25]=[CH:24][C:3]=1[CH2:4][N:5]([CH2:16][C:17]1[CH:22]=[CH:21][C:20]([O:23][C:35]2[CH:36]=[CH:37][C:32]([C:31]([O:30][CH3:29])=[O:39])=[CH:33][CH:34]=2)=[CH:19][CH:18]=1)[C:6]1[CH:11]=[CH:10][CH:9]=[C:8]([N+:12]([O-:14])=[O:13])[C:7]=1[CH3:15]. The yield is 0.920. (5) The reactants are Br[C:2]1[C:3]([F:14])=[C:4]2[C:8](=[CH:9][CH:10]=1)[NH:7][C:6](=[O:11])[C:5]2([CH3:13])[CH3:12].[CH3:15][N:16]1[C:20]([C:21]#[N:22])=[CH:19][CH:18]=[C:17]1B(O)O.C(=O)([O-])[O-].[K+].[K+].Cl. The catalyst is COCCOC.C1C=CC([P]([Pd]([P](C2C=CC=CC=2)(C2C=CC=CC=2)C2C=CC=CC=2)([P](C2C=CC=CC=2)(C2C=CC=CC=2)C2C=CC=CC=2)[P](C2C=CC=CC=2)(C2C=CC=CC=2)C2C=CC=CC=2)(C2C=CC=CC=2)C2C=CC=CC=2)=CC=1.O. The product is [F:14][C:3]1[C:2]([C:17]2[N:16]([CH3:15])[C:20]([C:21]#[N:22])=[CH:19][CH:18]=2)=[CH:10][CH:9]=[C:8]2[C:4]=1[C:5]([CH3:13])([CH3:12])[C:6](=[O:11])[NH:7]2. The yield is 0.0500. (6) The reactants are F[C:2]1[CH:9]=[C:8]([CH3:10])[CH:7]=[CH:6][C:3]=1[CH:4]=[O:5].[NH:11]1[CH2:15][CH2:14][C@H:13]([CH2:16][OH:17])[CH2:12]1.C([O-])([O-])=O.[K+].[K+].CS(C)=O. The catalyst is O. The product is [OH:17][CH2:16][C@H:13]1[CH2:14][CH2:15][N:11]([C:2]2[CH:9]=[C:8]([CH3:10])[CH:7]=[CH:6][C:3]=2[CH:4]=[O:5])[CH2:12]1. The yield is 0.760. (7) The reactants are [Br:1][C:2]1[CH:7]=[CH:6][C:5]([O:8]C)=[C:4]([C:10]([CH3:14])([CH3:13])[CH2:11]Cl)[CH:3]=1.Cl.N1C=CC=CC=1.N1C2C(=CC=CC=2)C=CC=1. No catalyst specified. The product is [Br:1][C:2]1[CH:7]=[CH:6][C:5]2[O:8][CH2:14][C:10]([CH3:11])([CH3:13])[C:4]=2[CH:3]=1. The yield is 0.980. (8) The reactants are C([O:4][C:5]1[CH:10]=[CH:9][CH:8]=[C:7]([Cl:11])[C:6]=1[C:12]1[CH:17]=[CH:16][CH:15]=[CH:14][C:13]=1[CH3:18])C=C.[C:19]1(C)[CH:24]=C(C)C=C(C)[CH:20]=1. No catalyst specified. The product is [CH2:24]([C:10]1[CH:9]=[CH:8][C:7]([Cl:11])=[C:6]([C:12]2[CH:17]=[CH:16][CH:15]=[CH:14][C:13]=2[CH3:18])[C:5]=1[OH:4])[CH:19]=[CH2:20]. The yield is 0.750. (9) The reactants are [NH2:1][CH2:2][C:3]1([C:9]([NH:11][CH2:12][C:13]2[CH:14]=[N:15][C:16]([C:19]([F:22])([F:21])[F:20])=[CH:17][CH:18]=2)=[O:10])[CH2:8][CH2:7][NH:6][CH2:5][CH2:4]1.[C:23](=N)([C:30]1[CH:35]=[CH:34][CH:33]=[CH:32][CH:31]=1)[C:24]1[CH:29]=[CH:28][CH:27]=[CH:26][CH:25]=1.C1(C)C=CC(S(O)(=O)=O)=CC=1. The catalyst is C(Cl)Cl. The product is [C:24]1([C:23](=[N:1][CH2:2][C:3]2([C:9]([NH:11][CH2:12][C:13]3[CH:14]=[N:15][C:16]([C:19]([F:22])([F:21])[F:20])=[CH:17][CH:18]=3)=[O:10])[CH2:8][CH2:7][NH:6][CH2:5][CH2:4]2)[C:30]2[CH:31]=[CH:32][CH:33]=[CH:34][CH:35]=2)[CH:29]=[CH:28][CH:27]=[CH:26][CH:25]=1. The yield is 0.463.